Dataset: Forward reaction prediction with 1.9M reactions from USPTO patents (1976-2016). Task: Predict the product of the given reaction. (1) Given the reactants [Cl-].[Ca+2].[Cl-].[CH2:4]([N:22]1[CH2:27][CH2:26][NH:25][CH2:24][CH2:23]1)[CH2:5][CH2:6][CH2:7][CH2:8][CH2:9][CH2:10][CH2:11][CH2:12][CH2:13][CH2:14][CH2:15][CH2:16][CH2:17][CH2:18][CH2:19][CH2:20][CH3:21].C(N(CC)CC)C.[Br:35][CH2:36][C:37]1[CH:45]=[CH:44][C:40]([C:41](Cl)=[O:42])=[CH:39][CH:38]=1, predict the reaction product. The product is: [Br:35][CH2:36][C:37]1[CH:45]=[CH:44][C:40]([C:41]([N:25]2[CH2:24][CH2:23][N:22]([CH2:4][CH2:5][CH2:6][CH2:7][CH2:8][CH2:9][CH2:10][CH2:11][CH2:12][CH2:13][CH2:14][CH2:15][CH2:16][CH2:17][CH2:18][CH2:19][CH2:20][CH3:21])[CH2:27][CH2:26]2)=[O:42])=[CH:39][CH:38]=1. (2) Given the reactants [CH3:1][C:2]([C:15]1[CH:20]=[CH:19][C:18]([OH:21])=[CH:17][CH:16]=1)([C:8]1[CH:13]=[CH:12][C:11]([OH:14])=[CH:10][CH:9]=1)[CH2:3][CH2:4][C:5]([OH:7])=[O:6].[C:22](=O)([O-])[O-].[K+].[K+].[CH3:28][C:29](N(C)C)=O.[CH2:34](Br)[CH:35]=[CH2:36].[CH3:38][CH2:39][CH2:40]CCC, predict the reaction product. The product is: [CH2:34]([O:21][C:18]1[CH:19]=[CH:20][C:15]([C:2]([C:8]2[CH:13]=[CH:12][C:11]([O:14][CH2:22][CH:29]=[CH2:28])=[CH:10][CH:9]=2)([CH3:1])[CH2:3][CH2:4][C:5]([O:7][CH2:40][CH:39]=[CH2:38])=[O:6])=[CH:16][CH:17]=1)[CH:35]=[CH2:36]. (3) Given the reactants [C:1](/[N:3]=[C:4](\SC)/[NH:5][C:6]1[CH:11]=[C:10]([Cl:12])[C:9]([C:13]#[N:14])=[C:8]([Cl:15])[CH:7]=1)#[N:2].[NH2:18][NH2:19], predict the reaction product. The product is: [NH2:2][C:1]1[NH:19][N:18]=[C:4]([NH:5][C:6]2[CH:11]=[C:10]([Cl:12])[C:9]([C:13]#[N:14])=[C:8]([Cl:15])[CH:7]=2)[N:3]=1. (4) Given the reactants CCN(C(C)C)C(C)C.[NH2:10][C:11]1[N:12]=[CH:13][C:14]2[C:19]([C:20]([C:22]3[CH:23]=[N:24][CH:25]=[C:26]([NH2:28])[CH:27]=3)=[O:21])=[CH:18][N:17]([CH:29]([CH3:31])[CH3:30])[C:15]=2[N:16]=1.[Br:32][C:33]1[CH:34]=[CH:35][C:36]([CH2:39][C:40](O)=[O:41])=[N:37][CH:38]=1, predict the reaction product. The product is: [NH2:10][C:11]1[N:12]=[CH:13][C:14]2[C:19]([C:20]([C:22]3[CH:27]=[C:26]([NH:28][C:40](=[O:41])[CH2:39][C:36]4[CH:35]=[CH:34][C:33]([Br:32])=[CH:38][N:37]=4)[CH:25]=[N:24][CH:23]=3)=[O:21])=[CH:18][N:17]([CH:29]([CH3:31])[CH3:30])[C:15]=2[N:16]=1. (5) Given the reactants [Br:1][C:2]1[CH:3]=[CH:4][C:5]([CH2:8]P(=O)(OCC)OCC)=[N:6][CH:7]=1.[Li+].C[Si]([N-][Si](C)(C)C)(C)C.[F:27][C:28]1([F:42])[CH2:36][C@@H:35]2[C@@H:31]([C@@H:32]([CH3:38])[O:33][C:34]2=[O:37])[C@@H:30]([CH:39]=O)[C@@H:29]1[CH3:41], predict the reaction product. The product is: [Br:1][C:2]1[CH:3]=[CH:4][C:5](/[CH:8]=[CH:39]/[C@H:30]2[C@H:29]([CH3:41])[C:28]([F:27])([F:42])[CH2:36][C@@H:35]3[C@H:31]2[C@@H:32]([CH3:38])[O:33][C:34]3=[O:37])=[N:6][CH:7]=1. (6) Given the reactants C1C=CC(S(N(S(C2C=CC=CC=2)(=O)=O)[F:11])(=O)=O)=CC=1.[H-].[Na+].[CH2:23]1[S:31](=[O:33])(=[O:32])[O:30][CH2:29][CH2:28][O:27][S:24]1(=[O:26])=[O:25].C(Cl)Cl, predict the reaction product. The product is: [F:11][CH:23]1[S:24](=[O:25])(=[O:26])[O:27][CH2:28][CH2:29][O:30][S:31]1(=[O:33])=[O:32].